Task: Predict the product of the given reaction.. Dataset: Forward reaction prediction with 1.9M reactions from USPTO patents (1976-2016) (1) Given the reactants Br[C:2]1[C:11]2[C:6](=[CH:7][CH:8]=[CH:9][CH:10]=2)[C:5]([C:12]([OH:21])([C:17]([F:20])([F:19])[F:18])[C:13]([F:16])([F:15])[F:14])=[CH:4][CH:3]=1.[OH:22][C:23]([CH3:41])([CH3:40])[CH2:24][NH:25][C:26]([C:28]1[S:29][CH:30]=[C:31]([C:33]([O:35][C:36]([CH3:39])([CH3:38])[CH3:37])=[O:34])[N:32]=1)=[O:27].CC([O-])=O.[K+].C1C=CC(P(C2C=CC=CC=2)C2C=CC=CC=2)=CC=1, predict the reaction product. The product is: [F:14][C:13]([F:16])([F:15])[C:12]([C:5]1[C:6]2[C:11](=[CH:10][CH:9]=[CH:8][CH:7]=2)[C:2]([C:30]2[S:29][C:28]([C:26](=[O:27])[NH:25][CH2:24][C:23]([OH:22])([CH3:40])[CH3:41])=[N:32][C:31]=2[C:33]([O:35][C:36]([CH3:39])([CH3:38])[CH3:37])=[O:34])=[CH:3][CH:4]=1)([OH:21])[C:17]([F:20])([F:19])[F:18]. (2) Given the reactants [CH:1](O)=O.C=O.C([BH3-])#N.[Na+].[Cl:10][C:11]1[CH:12]=[C:13]([C:17]2[N:21]=[C:20]([CH:22]3[NH:27][CH2:26][CH2:25][N:24]4[C:28]([C:31]5[CH:36]=[CH:35][C:34]([O:37][CH3:38])=[CH:33][CH:32]=5)=[N:29][N:30]=[C:23]34)[O:19][N:18]=2)[CH:14]=[CH:15][CH:16]=1, predict the reaction product. The product is: [Cl:10][C:11]1[CH:12]=[C:13]([C:17]2[N:21]=[C:20]([CH:22]3[N:27]([CH3:1])[CH2:26][CH2:25][N:24]4[C:28]([C:31]5[CH:36]=[CH:35][C:34]([O:37][CH3:38])=[CH:33][CH:32]=5)=[N:29][N:30]=[C:23]34)[O:19][N:18]=2)[CH:14]=[CH:15][CH:16]=1. (3) Given the reactants O[CH2:2][C:3]1[S:7][C:6]([C:8]2[CH:13]=[CH:12][C:11]([C:14]([F:17])([F:16])[F:15])=[CH:10][CH:9]=2)=[N:5][C:4]=1[CH2:18][OH:19].[SH:20][C:21]1[CH:26]=[CH:25][C:24]([OH:27])=[CH:23][CH:22]=1.CS(O)(=O)=O.C(OCC)(=O)C, predict the reaction product. The product is: [OH:19][CH2:18][C:4]1[N:5]=[C:6]([C:8]2[CH:13]=[CH:12][C:11]([C:14]([F:17])([F:16])[F:15])=[CH:10][CH:9]=2)[S:7][C:3]=1[CH2:2][S:20][C:21]1[CH:26]=[CH:25][C:24]([OH:27])=[CH:23][CH:22]=1. (4) Given the reactants [ClH:1].O1CCOCC1.[F:8][C:9]1[CH:14]=[CH:13][CH:12]=[CH:11][C:10]=1/[CH:15]=[CH:16]/[C:17]([NH:19][CH2:20][CH2:21][CH2:22][N:23]1[CH2:28][CH2:27][S:26](=[O:29])[CH2:25][CH2:24]1)=[O:18], predict the reaction product. The product is: [ClH:1].[F:8][C:9]1[CH:14]=[CH:13][CH:12]=[CH:11][C:10]=1/[CH:15]=[CH:16]/[C:17]([NH:19][CH2:20][CH2:21][CH2:22][N:23]1[CH2:28][CH2:27][S:26](=[O:29])[CH2:25][CH2:24]1)=[O:18]. (5) Given the reactants C([O:4][C:5]1[CH:10]=[CH:9][C:8]([C:11]2[N:15]([CH:16]3[CH2:21][CH2:20][CH2:19][CH2:18][CH2:17]3)[C:14]3[S:22][C:23]([C:25]([O:27][CH3:28])=[O:26])=[CH:24][C:13]=3[N:12]=2)=[CH:7][CH:6]=1)(=O)C.C(=O)([O-])[O-].[K+].[K+], predict the reaction product. The product is: [CH:16]1([N:15]2[C:14]3[S:22][C:23]([C:25]([O:27][CH3:28])=[O:26])=[CH:24][C:13]=3[N:12]=[C:11]2[C:8]2[CH:9]=[CH:10][C:5]([OH:4])=[CH:6][CH:7]=2)[CH2:17][CH2:18][CH2:19][CH2:20][CH2:21]1.